This data is from Tyrosyl-DNA phosphodiesterase HTS with 341,365 compounds. The task is: Binary Classification. Given a drug SMILES string, predict its activity (active/inactive) in a high-throughput screening assay against a specified biological target. (1) The compound is O(CC(=O)c1ccc(OC)cc1)C(=O)c1nc2c(cc1)cccc2. The result is 0 (inactive). (2) The molecule is O=C(NC1CCN(CC1)Cc1ccccc1)COc1ccc(cc1)C(=O)CC. The result is 0 (inactive). (3) The molecule is Clc1c(NC(=O)CN(CCC)C(=O)c2ncccc2)cc(Cl)cc1. The result is 0 (inactive). (4) The drug is O1C(OCCc2ncc3c(c2)ccc(OC)c3)CCCC1. The result is 0 (inactive). (5) The drug is s1c(cc2c(c(OC)c(OC)cc2)c1=O)C(=O)Nc1ccccc1. The result is 1 (active). (6) The molecule is FC(F)(F)c1cc(N2CCN(C3CCCN(C3)C(=O)Cn3nc(cc3C)C)CC2)ccc1. The result is 0 (inactive). (7) The result is 0 (inactive). The drug is O=C(NCCOC)Cn1c2c(c(c1)C#N)cccc2CC. (8) The compound is O(C(=O)C1C(C1)C(N)c1ccccc1)C. The result is 0 (inactive).